Dataset: Forward reaction prediction with 1.9M reactions from USPTO patents (1976-2016). Task: Predict the product of the given reaction. (1) Given the reactants [OH:1][C@H:2]1[C@:7]([OH:14])([C:8]2[CH:13]=[CH:12][CH:11]=[CH:10][N:9]=2)[CH2:6][CH2:5][N:4]([C:15]([C:17]2[CH:22]=[CH:21][C:20]([O:23][CH2:24][CH2:25][O:26][C:27]([F:30])([F:29])[F:28])=[C:19]([O:31][CH3:32])[CH:18]=2)=[O:16])[CH2:3]1.[CH3:33][C:34]1(C)[C@]2(CS(O)(=O)=O)CC[C@H:35]1CC2=O.COC(OC)(C)C, predict the reaction product. The product is: [CH3:33][C:34]1([CH3:35])[O:1][C@@H:2]2[CH2:3][N:4]([C:15]([C:17]3[CH:22]=[CH:21][C:20]([O:23][CH2:24][CH2:25][O:26][C:27]([F:28])([F:30])[F:29])=[C:19]([O:31][CH3:32])[CH:18]=3)=[O:16])[CH2:5][CH2:6][C@:7]2([C:8]2[CH:13]=[CH:12][CH:11]=[CH:10][N:9]=2)[O:14]1. (2) Given the reactants [C:1]([O:5][C:6](=[O:21])[NH:7][C:8]1[CH:13]=[CH:12][C:11]([C:14]#[C:15][CH2:16][N:17]([CH3:19])[CH3:18])=[C:10]([Cl:20])[CH:9]=1)([CH3:4])([CH3:3])[CH3:2].ClC1C=C(C=CC=1)C(OO)=[O:27].CO, predict the reaction product. The product is: [C:1]([O:5][C:6](=[O:21])[NH:7][C:8]1[CH:13]=[CH:12][C:11]([C:14](=[O:27])[CH:15]=[CH:16][N:17]([CH3:18])[CH3:19])=[C:10]([Cl:20])[CH:9]=1)([CH3:4])([CH3:2])[CH3:3]. (3) Given the reactants [H-].[Na+].[Br:3][C:4]1[CH:12]=[CH:11][CH:10]=[C:9]2[C:5]=1[CH:6]=[CH:7][NH:8]2.Br[CH2:14][CH2:15][CH2:16][CH2:17][CH3:18], predict the reaction product. The product is: [Br:3][C:4]1[CH:12]=[CH:11][CH:10]=[C:9]2[C:5]=1[CH:6]=[CH:7][N:8]2[CH2:14][CH2:15][CH2:16][CH2:17][CH3:18]. (4) The product is: [C:15]([O:19][C:20](=[O:21])[NH:22][CH2:23][CH2:24][CH2:25][CH2:26][C@H:27]([NH2:31])[C:28](=[O:29])[N:8]([CH2:1][C:2]1[CH:7]=[CH:6][CH:5]=[CH:4][CH:3]=1)[CH:9]1[CH2:10][CH2:11][CH2:12][CH2:13][CH2:14]1)([CH3:18])([CH3:16])[CH3:17]. Given the reactants [CH2:1]([NH:8][CH:9]1[CH2:14][CH2:13][CH2:12][CH2:11][CH2:10]1)[C:2]1[CH:7]=[CH:6][CH:5]=[CH:4][CH:3]=1.[C:15]([O:19][C:20]([NH:22][CH2:23][CH2:24][CH2:25][CH2:26][C@H:27]([NH:31]C(OCC1C2C=CC=CC=2C2C1=CC=CC=2)=O)[C:28](O)=[O:29])=[O:21])([CH3:18])([CH3:17])[CH3:16], predict the reaction product. (5) Given the reactants S(=O)(=O)(O)N.CC(CC)=C.[CH:11]([C:13]1[CH:14]=[CH:15][C:16]([OH:23])=[C:17]([CH:22]=1)[C:18]([O:20][CH3:21])=[O:19])=[O:12].Cl([O-])=[O:25].[Na+], predict the reaction product. The product is: [OH:23][C:16]1[CH:15]=[CH:14][C:13]([C:11]([OH:25])=[O:12])=[CH:22][C:17]=1[C:18]([O:20][CH3:21])=[O:19]. (6) Given the reactants [F:1][C:2]1[CH:9]=[CH:8][CH:7]=[C:4]([CH:5]=[O:6])[C:3]=1[OH:10].[C:11](=O)([O-])[O-].[Cs+].[Cs+].IC, predict the reaction product. The product is: [F:1][C:2]1[C:3]([O:10][CH3:11])=[C:4]([CH:7]=[CH:8][CH:9]=1)[CH:5]=[O:6].